From a dataset of Forward reaction prediction with 1.9M reactions from USPTO patents (1976-2016). Predict the product of the given reaction. Given the reactants [F:1][C:2]1[CH:9]=[C:8]([NH:10][C:11]2[CH:16]=[CH:15][C:14]([N+:17]([O-:19])=[O:18])=[CH:13][CH:12]=2)[CH:7]=[CH:6][C:3]=1[C:4]#[N:5].[OH-:20].[Na+], predict the reaction product. The product is: [F:1][C:2]1[CH:9]=[C:8]([NH:10][C:11]2[CH:12]=[CH:13][C:14]([N+:17]([O-:19])=[O:18])=[CH:15][CH:16]=2)[CH:7]=[CH:6][C:3]=1[C:4]([NH2:5])=[O:20].